From a dataset of Forward reaction prediction with 1.9M reactions from USPTO patents (1976-2016). Predict the product of the given reaction. Given the reactants [O:1]=[O+][O-].[CH:4]([C:6]1[CH:11]=[CH:10][C:9]([C:12]2([C:15]#[N:16])[CH2:14][CH2:13]2)=[CH:8][CH:7]=1)=C.C(Cl)Cl, predict the reaction product. The product is: [CH:4]([C:6]1[CH:11]=[CH:10][C:9]([C:12]2([C:15]#[N:16])[CH2:14][CH2:13]2)=[CH:8][CH:7]=1)=[O:1].